This data is from Full USPTO retrosynthesis dataset with 1.9M reactions from patents (1976-2016). The task is: Predict the reactants needed to synthesize the given product. (1) Given the product [C:14]([Si:18]([O:21][CH2:22][C:23]1[CH:28]=[CH:27][C:4]([CH3:5])=[C:25]([F:29])[C:24]=1[F:30])([CH3:20])[CH3:19])([CH3:17])([CH3:15])[CH3:16], predict the reactants needed to synthesize it. The reactants are: CN([CH2:4][CH2:5]N(C)C)C.C([Li])(CC)C.[C:14]([Si:18]([O:21][CH2:22][C:23]1[CH:28]=[CH:27]C=[C:25]([F:29])[C:24]=1[F:30])([CH3:20])[CH3:19])([CH3:17])([CH3:16])[CH3:15].CI. (2) The reactants are: CCN(C(C)C)C(C)C.[CH3:10][O:11][C:12]1[CH:13]=[CH:14][CH:15]=[C:16]2[C:21]=1[O:20][C:19](=[O:22])[C:18]([C:23]([OH:25])=O)=[CH:17]2.CN(C(ON1N=NC2C=CC=NC1=2)=[N+](C)C)C.F[P-](F)(F)(F)(F)F.[F:50][C:51]([F:67])([F:66])[O:52][C:53]1[CH:58]=[CH:57][CH:56]=[CH:55][C:54]=1[C:59]1[CH:64]=[CH:63][CH:62]=[C:61]([NH2:65])[CH:60]=1. Given the product [F:50][C:51]([F:66])([F:67])[O:52][C:53]1[CH:58]=[CH:57][CH:56]=[CH:55][C:54]=1[C:59]1[CH:64]=[CH:63][CH:62]=[C:61]([NH:65][C:23]([C:18]2[C:19](=[O:22])[O:20][C:21]3[C:16]([CH:17]=2)=[CH:15][CH:14]=[CH:13][C:12]=3[O:11][CH3:10])=[O:25])[CH:60]=1, predict the reactants needed to synthesize it. (3) The reactants are: [Cl:1][C:2]1[CH:3]=[C:4]([N:9]=[C:10]=[O:11])[CH:5]=[CH:6][C:7]=1[Cl:8].[OH:12][CH2:13][CH2:14][CH2:15][N:16]1[CH2:21][CH2:20][NH:19][C@@H:18]([CH3:22])[C:17]1=[O:23]. Given the product [Cl:1][C:2]1[CH:3]=[C:4]([NH:9][C:10]([N:19]2[CH2:20][CH2:21][N:16]([CH2:15][CH2:14][CH2:13][OH:12])[C:17](=[O:23])[C@@H:18]2[CH3:22])=[O:11])[CH:5]=[CH:6][C:7]=1[Cl:8], predict the reactants needed to synthesize it. (4) The reactants are: CS(C)=O.C(Cl)(=O)C(Cl)=O.[CH2:11]([O:14][C@@H:15]1[C@@H:23]([CH2:24][OH:25])[O:22][C@H:21]2[C@H:17]([N:18]=[C:19]([N:26]([CH2:34][CH3:35])[C:27](=[O:33])[O:28][C:29]([CH3:32])([CH3:31])[CH3:30])[S:20]2)[C@H:16]1[O:36][CH2:37][CH:38]=[CH2:39])[CH:12]=[CH2:13].C(N(CC)CC)C. Given the product [CH2:11]([O:14][C@@H:15]1[C@@H:23]([CH:24]=[O:25])[O:22][C@H:21]2[C@H:17]([N:18]=[C:19]([N:26]([CH2:34][CH3:35])[C:27](=[O:33])[O:28][C:29]([CH3:30])([CH3:31])[CH3:32])[S:20]2)[C@H:16]1[O:36][CH2:37][CH:38]=[CH2:39])[CH:12]=[CH2:13], predict the reactants needed to synthesize it. (5) Given the product [CH:58]1([S:61]([N:46]2[CH2:45][CH2:44][N:43]([CH2:42][CH2:41][NH:40][C@:5]34[CH2:36][CH2:35][C@@H:34]([C:37]([CH3:39])=[CH2:38])[C@@H:6]3[C@@H:7]3[C@@:2]([CH3:1])([CH2:3][CH2:4]4)[C@@:19]4([CH3:20])[C@@H:10]([C@:11]5([CH3:33])[C@@H:16]([CH2:17][CH2:18]4)[C:15]([CH3:21])([CH3:22])[C:14]([C:23]4[CH:32]=[CH:31][C:26]([C:27]([O:29][CH3:30])=[O:28])=[CH:25][CH:24]=4)=[CH:13][CH2:12]5)[CH2:9][CH2:8]3)[CH2:48][CH2:47]2)(=[O:63])=[O:62])[CH2:60][CH2:59]1, predict the reactants needed to synthesize it. The reactants are: [CH3:1][C@:2]12[C@@:19]3([CH3:20])[C@@H:10]([C@:11]4([CH3:33])[C@@H:16]([CH2:17][CH2:18]3)[C:15]([CH3:22])([CH3:21])[C:14]([C:23]3[CH:32]=[CH:31][C:26]([C:27]([O:29][CH3:30])=[O:28])=[CH:25][CH:24]=3)=[CH:13][CH2:12]4)[CH2:9][CH2:8][C@@H:7]1[C@H:6]1[C@H:34]([C:37]([CH3:39])=[CH2:38])[CH2:35][CH2:36][C@:5]1([NH:40][CH2:41][CH2:42][N:43]1[CH2:48][CH2:47][NH:46][CH2:45][CH2:44]1)[CH2:4][CH2:3]2.CCN(C(C)C)C(C)C.[CH:58]1([S:61](Cl)(=[O:63])=[O:62])[CH2:60][CH2:59]1. (6) Given the product [Cl:13][C:9]1[CH:8]=[C:7]([CH:5]2[C:4](=[O:14])[C:3]([O:15][S:30]([CH2:29][C:23]3[CH:28]=[CH:27][CH:26]=[CH:25][CH:24]=3)(=[O:32])=[O:31])=[C:2]([NH2:1])[O:6]2)[CH:12]=[CH:11][CH:10]=1, predict the reactants needed to synthesize it. The reactants are: [NH2:1][C:2]1[O:6][CH:5]([C:7]2[CH:12]=[CH:11][CH:10]=[C:9]([Cl:13])[CH:8]=2)[C:4](=[O:14])[C:3]=1[OH:15].C(N(CC)CC)C.[C:23]1([CH2:29][S:30](Cl)(=[O:32])=[O:31])[CH:28]=[CH:27][CH:26]=[CH:25][CH:24]=1.[Cl-].[NH4+]. (7) Given the product [C:8]1([CH2:7][C:19]([C:18]2[CH:22]=[C:23]([F:26])[C:24]([F:25])=[C:16]([F:15])[CH:17]=2)=[O:20])[CH:13]=[CH:12][CH:11]=[CH:10][CH:9]=1, predict the reactants needed to synthesize it. The reactants are: C([Cu])#N.[Li+].[Br-].[Br-].[CH2:7]([Zn+])[C:8]1[CH:13]=[CH:12][CH:11]=[CH:10][CH:9]=1.[F:15][C:16]1[CH:17]=[C:18]([CH:22]=[C:23]([F:26])[C:24]=1[F:25])[C:19](Cl)=[O:20]. (8) Given the product [CH3:42][O:43][C:44]1[CH:45]=[CH:46][C:47]([S:50]([O:1][C:2]2[CH:10]=[CH:9][C:8]([C:11]3[N:12]([C:27]([O:29][C:30]([CH3:31])([CH3:33])[CH3:32])=[O:28])[C:13]4[C:18]([CH:19]=3)=[CH:17][C:16]([CH2:20][N:21]3[CH2:26][CH2:25][CH2:24][CH2:23][CH2:22]3)=[CH:15][CH:14]=4)=[C:7]3[C:3]=2[CH2:4][NH:5][C:6]3=[O:34])(=[O:52])=[O:51])=[CH:48][CH:49]=1, predict the reactants needed to synthesize it. The reactants are: [OH:1][C:2]1[CH:10]=[CH:9][C:8]([C:11]2[N:12]([C:27]([O:29][C:30]([CH3:33])([CH3:32])[CH3:31])=[O:28])[C:13]3[C:18]([CH:19]=2)=[CH:17][C:16]([CH2:20][N:21]2[CH2:26][CH2:25][CH2:24][CH2:23][CH2:22]2)=[CH:15][CH:14]=3)=[C:7]2[C:3]=1[CH2:4][NH:5][C:6]2=[O:34].C(N(CC)CC)C.[CH3:42][O:43][C:44]1[CH:49]=[CH:48][C:47]([S:50](Cl)(=[O:52])=[O:51])=[CH:46][CH:45]=1.